From a dataset of Full USPTO retrosynthesis dataset with 1.9M reactions from patents (1976-2016). Predict the reactants needed to synthesize the given product. (1) Given the product [CH2:1]([O:8][C:9]1[CH:10]=[CH:11][C:12]([CH:20]([OH:21])[CH2:22][NH:33][C:30]2([CH2:29][C:28]3[CH:34]=[CH:35][C:25]([C:24]([F:23])([F:36])[F:37])=[CH:26][CH:27]=3)[CH2:31][CH2:32]2)=[C:13]2[C:18]=1[NH:17][C:16](=[O:19])[CH:15]=[CH:14]2)[C:2]1[CH:7]=[CH:6][CH:5]=[CH:4][CH:3]=1, predict the reactants needed to synthesize it. The reactants are: [CH2:1]([O:8][C:9]1[CH:10]=[CH:11][C:12]([CH:20]2[CH2:22][O:21]2)=[C:13]2[C:18]=1[NH:17][C:16](=[O:19])[CH:15]=[CH:14]2)[C:2]1[CH:7]=[CH:6][CH:5]=[CH:4][CH:3]=1.[F:23][C:24]([F:37])([F:36])[C:25]1[CH:35]=[CH:34][C:28]([CH2:29][C:30]2([NH2:33])[CH2:32][CH2:31]2)=[CH:27][CH:26]=1. (2) Given the product [CH:25]([C:28]1[CH:37]=[CH:36][CH:35]=[C:34]([CH:38]([CH3:40])[CH3:39])[C:29]=1[O:30][C:31]([O:4][C:3]1[CH:5]=[CH:6][CH:7]=[CH:8][C:2]=1[C:1]([O:10][CH2:11][C:12]1[CH:17]=[CH:16][CH:15]=[CH:14][CH:13]=1)=[O:9])=[O:32])([CH3:27])[CH3:26], predict the reactants needed to synthesize it. The reactants are: [C:1]([O:10][CH2:11][C:12]1[CH:17]=[CH:16][CH:15]=[CH:14][CH:13]=1)(=[O:9])[C:2]1[C:3](=[CH:5][CH:6]=[CH:7][CH:8]=1)[OH:4].C(N(CC)CC)C.[CH:25]([C:28]1[CH:37]=[CH:36][CH:35]=[C:34]([CH:38]([CH3:40])[CH3:39])[C:29]=1[O:30][C:31](Cl)=[O:32])([CH3:27])[CH3:26]. (3) The reactants are: [CH2:1]([O:3][C:4]([C:6]1[CH:7]=[N:8][N:9]([C:11]([NH:26][C:27](OCC)=[O:28])=[N:12][C:13]2[CH:18]=[CH:17][C:16]([C:19]([N:21]3[CH2:25][CH2:24][CH2:23][CH2:22]3)=[O:20])=[CH:15][CH:14]=2)[CH:10]=1)=[O:5])[CH3:2].ClCCCl. Given the product [CH2:1]([O:3][C:4]([C:6]1[CH:7]=[N:8][N:9]([C:11]2[NH:26][C:27](=[O:28])[C:14]3[C:13](=[CH:18][CH:17]=[C:16]([C:19]([N:21]4[CH2:22][CH2:23][CH2:24][CH2:25]4)=[O:20])[CH:15]=3)[N:12]=2)[CH:10]=1)=[O:5])[CH3:2], predict the reactants needed to synthesize it.